Dataset: Catalyst prediction with 721,799 reactions and 888 catalyst types from USPTO. Task: Predict which catalyst facilitates the given reaction. (1) Reactant: [CH2:1]([O:8][C:9]1[C:10](=[O:35])[C:11](C(O)=O)=[CH:12][N:13]([CH2:26][CH:27]([O:30][CH3:31])[O:28][CH3:29])[C:14]=1[C:15](=[O:25])[NH:16][CH2:17][C:18]1[CH:23]=[CH:22][CH:21]=[C:20]([Cl:24])[CH:19]=1)[C:2]1[CH:7]=[CH:6][CH:5]=[CH:4][CH:3]=1.C1(C)C=CC=CC=1.C([N:45](CC)CC)C.C1(P(N=[N+]=[N-])(C2C=CC=CC=2)=O)C=CC=CC=1. Product: [Cl:24][C:20]1[CH:19]=[C:18]([CH:23]=[CH:22][CH:21]=1)[CH2:17][NH:16][C:15]([C:14]1[N:13]([CH2:26][CH:27]([O:30][CH3:31])[O:28][CH3:29])[CH:12]=[C:11]([NH2:45])[C:10](=[O:35])[C:9]=1[O:8][CH2:1][C:2]1[CH:3]=[CH:4][CH:5]=[CH:6][CH:7]=1)=[O:25]. The catalyst class is: 7. (2) Reactant: [CH2:1]([O:3][C:4]([C:6]1[O:7][C:8]2[CH:15]=[CH:14][CH:13]=[C:12]([OH:16])[C:9]=2[C:10]=1[CH3:11])=[O:5])[CH3:2].C(N(CC)C(C)C)(C)C.[F:26][C:27]([F:40])([F:39])[S:28](O[S:28]([C:27]([F:40])([F:39])[F:26])(=[O:30])=[O:29])(=[O:30])=[O:29]. The catalyst class is: 2. Product: [CH2:1]([O:3][C:4]([C:6]1[O:7][C:8]2[CH:15]=[CH:14][CH:13]=[C:12]([O:16][S:28]([C:27]([F:40])([F:39])[F:26])(=[O:30])=[O:29])[C:9]=2[C:10]=1[CH3:11])=[O:5])[CH3:2]. (3) Reactant: [F:1][C:2]([F:18])([C:11]1[CH:16]=[N:15][C:14]([CH3:17])=[CH:13][N:12]=1)[CH2:3][N:4]1[CH2:9][CH2:8][CH:7]([NH2:10])[CH2:6][CH2:5]1.Cl[C:20]1[C:21]2[CH:28]=[CH:27][NH:26][C:22]=2[N:23]=[CH:24][N:25]=1.CCN(C(C)C)C(C)C. Product: [F:18][C:2]([F:1])([C:11]1[CH:16]=[N:15][C:14]([CH3:17])=[CH:13][N:12]=1)[CH2:3][N:4]1[CH2:9][CH2:8][CH:7]([NH:10][C:20]2[C:21]3[CH:28]=[CH:27][NH:26][C:22]=3[N:23]=[CH:24][N:25]=2)[CH2:6][CH2:5]1. The catalyst class is: 51. (4) Reactant: [CH3:1][O:2][C:3](=[O:19])[C:4]([CH2:11][C:12]1[CH:17]=[CH:16][C:15]([OH:18])=[CH:14][CH:13]=1)([O:9][CH3:10])[C:5]([O:7][CH3:8])=[O:6].[C:20]([O:24][C:25](=[O:31])[N:26]([CH2:28][CH2:29]O)[CH3:27])([CH3:23])([CH3:22])[CH3:21].C1(P(C2C=CC=CC=2)C2C=CC=CC=2)C=CC=CC=1.CCOC(/N=N/C(OCC)=O)=O. Product: [CH3:1][O:2][C:3](=[O:19])[C:4]([CH2:11][C:12]1[CH:13]=[CH:14][C:15]([O:18][CH2:29][CH2:28][N:26]([C:25]([O:24][C:20]([CH3:21])([CH3:23])[CH3:22])=[O:31])[CH3:27])=[CH:16][CH:17]=1)([O:9][CH3:10])[C:5]([O:7][CH3:8])=[O:6]. The catalyst class is: 7.